Predict the product of the given reaction. From a dataset of Forward reaction prediction with 1.9M reactions from USPTO patents (1976-2016). (1) Given the reactants [N:1]1([C:7]2[C:13]3[CH:14]=[CH:15][CH:16]=[CH:17][C:12]=3[S:11][C:10]3[CH:18]=[CH:19][CH:20]=[CH:21][C:9]=3[N:8]=2)[CH2:6][CH2:5][NH:4][CH2:3][CH2:2]1.[OH:22][P:23]([OH:26])([OH:25])=[O:24], predict the reaction product. The product is: [P:23](=[O:22])([OH:26])([OH:25])[OH:24].[N:1]1([C:7]2[C:13]3[CH:14]=[CH:15][CH:16]=[CH:17][C:12]=3[S:11][C:10]3[CH:18]=[CH:19][CH:20]=[CH:21][C:9]=3[N:8]=2)[CH2:2][CH2:3][NH:4][CH2:5][CH2:6]1. (2) The product is: [CH3:29][C:27]1([CH3:30])[CH2:26][C:25]2[CH:31]=[CH:32][C:22]([C:5]3[CH:6]=[CH:7][C:2]([CH3:1])=[CH:3][CH:4]=3)=[CH:23][C:24]=2[O:28]1. Given the reactants [CH3:1][C:2]1[CH:7]=[CH:6][C:5](OB(O)O)=[CH:4][CH:3]=1.C(=O)([O-])[O-].[Na+].[Na+].C(O)C.Br[C:22]1[CH:32]=[CH:31][C:25]2[CH2:26][C:27]([CH3:30])([CH3:29])[O:28][C:24]=2[CH:23]=1, predict the reaction product. (3) Given the reactants [NH2:1][C:2]1[CH:7]=[CH:6][C:5]([Cl:8])=[CH:4][C:3]=1[C:9]([C:11]1[CH:12]=[N:13][C:14]([CH3:17])=[CH:15][CH:16]=1)=[O:10].[CH:18]([O:21][C:22]1[CH:27]=[CH:26][C:25]([S:28](Cl)(=[O:30])=[O:29])=[CH:24][CH:23]=1)([CH3:20])[CH3:19], predict the reaction product. The product is: [Cl:8][C:5]1[CH:6]=[CH:7][C:2]([NH:1][S:28]([C:25]2[CH:24]=[CH:23][C:22]([O:21][CH:18]([CH3:20])[CH3:19])=[CH:27][CH:26]=2)(=[O:30])=[O:29])=[C:3]([C:9]([C:11]2[CH:12]=[N:13][C:14]([CH3:17])=[CH:15][CH:16]=2)=[O:10])[CH:4]=1. (4) Given the reactants [C:1]([O:5][C:6]([N:8]1[CH2:12][C@@H:11]([CH2:13][C@H:14]([O:18][C:19]2[CH:24]=[CH:23][C:22]([O:25][CH3:26])=[C:21]([O:27][CH2:28][CH2:29][CH2:30][O:31][CH3:32])[CH:20]=2)[CH:15]([CH3:17])[CH3:16])[C@H:10]([CH2:33][OH:34])[CH2:9]1)=[O:7])([CH3:4])([CH3:3])[CH3:2].CC(OI1(OC(C)=O)(OC(C)=O)OC(=O)C2C=CC=CC1=2)=O, predict the reaction product. The product is: [C:1]([O:5][C:6]([N:8]1[CH2:12][C@@H:11]([CH2:13][C@H:14]([O:18][C:19]2[CH:24]=[CH:23][C:22]([O:25][CH3:26])=[C:21]([O:27][CH2:28][CH2:29][CH2:30][O:31][CH3:32])[CH:20]=2)[CH:15]([CH3:17])[CH3:16])[C@H:10]([CH:33]=[O:34])[CH2:9]1)=[O:7])([CH3:2])([CH3:4])[CH3:3].